From a dataset of Reaction yield outcomes from USPTO patents with 853,638 reactions. Predict the reaction yield, written as a fraction of the theoretical maximum amount of product (1.0 means a 100% yield; for example, 0.34 means a 34% yield). (1) The reactants are [CH:1]1([Mg]Br)[CH2:3][CH2:2]1.Br[C:7]1[CH:12]=[CH:11][C:10]([CH2:13][C:14]#[N:15])=[CH:9][CH:8]=1. The catalyst is C1COCC1.[Cl-].[Zn+2].[Cl-]. The product is [CH:1]1([C:7]2[CH:12]=[CH:11][C:10]([CH2:13][C:14]#[N:15])=[CH:9][CH:8]=2)[CH2:3][CH2:2]1. The yield is 0.660. (2) The product is [CH3:12][NH:13][S:8]([C:4]1[CH:5]=[CH:6][CH:7]=[C:2]([Br:1])[CH:3]=1)(=[O:10])=[O:9]. The yield is 0.990. The catalyst is C1COCC1. The reactants are [Br:1][C:2]1[CH:3]=[C:4]([S:8](Cl)(=[O:10])=[O:9])[CH:5]=[CH:6][CH:7]=1.[CH3:12][NH2:13]. (3) The reactants are [CH:1]([N:4]1[CH2:9][CH2:8][CH:7]([O:10][C:11]2[CH:19]=[CH:18][C:17]3[N:16]4[CH2:20][CH2:21][NH:22][C:23](=[O:24])[C:15]4=[CH:14][C:13]=3[CH:12]=2)[CH2:6][CH2:5]1)([CH3:3])[CH3:2].[H-].[Na+].Br[CH2:28][CH2:29][O:30][Si:31]([C:34]([CH3:37])([CH3:36])[CH3:35])([CH3:33])[CH3:32]. No catalyst specified. The product is [C:34]([Si:31]([CH3:33])([CH3:32])[O:30][CH2:29][CH2:28][N:22]1[CH2:21][CH2:20][N:16]2[C:17]3[CH:18]=[CH:19][C:11]([O:10][CH:7]4[CH2:8][CH2:9][N:4]([CH:1]([CH3:3])[CH3:2])[CH2:5][CH2:6]4)=[CH:12][C:13]=3[CH:14]=[C:15]2[C:23]1=[O:24])([CH3:37])([CH3:36])[CH3:35]. The yield is 0.520. (4) The reactants are C(OC(=O)[NH:10][CH2:11][CH2:12][CH2:13][CH2:14][C:15]1[CH:20]=[CH:19][C:18]([O:21][CH2:22][C:23](=[O:31])[N:24]([CH2:28][CH2:29][OH:30])[CH2:25][CH2:26][OH:27])=[CH:17][CH:16]=1)C1C=CC=CC=1.[H][H]. The catalyst is C(O)C.[Pd]. The product is [NH2:10][CH2:11][CH2:12][CH2:13][CH2:14][C:15]1[CH:20]=[CH:19][C:18]([O:21][CH2:22][C:23]([N:24]([CH2:28][CH2:29][OH:30])[CH2:25][CH2:26][OH:27])=[O:31])=[CH:17][CH:16]=1. The yield is 0.720. (5) The reactants are [Cl:1][C:2]1[CH:33]=[CH:32][C:31]([Cl:34])=[CH:30][C:3]=1[O:4][C:5]1[CH:10]=[CH:9][C:8]([N+:11]([O-:13])=[O:12])=[CH:7][C:6]=1[S:14]([N:17]1[CH2:22][CH2:21][N:20](C(OC(C)(C)C)=O)[CH2:19][CH2:18]1)(=[O:16])=[O:15].Cl.CCOC(C)=O. The catalyst is C(Cl)Cl.O1CCOCC1. The product is [Cl:1][C:2]1[CH:33]=[CH:32][C:31]([Cl:34])=[CH:30][C:3]=1[O:4][C:5]1[CH:10]=[CH:9][C:8]([N+:11]([O-:13])=[O:12])=[CH:7][C:6]=1[S:14]([N:17]1[CH2:22][CH2:21][NH:20][CH2:19][CH2:18]1)(=[O:16])=[O:15]. The yield is 0.830. (6) The reactants are C1(S([N:10]2[C:18]3[C:13](=[CH:14][C:15]([CH2:19][CH3:20])=[CH:16][CH:17]=3)[CH2:12][CH2:11]2)(=O)=O)C=CC=CC=1.[OH-].[Na+]. The catalyst is Br. The product is [CH2:19]([C:15]1[CH:14]=[C:13]2[C:18](=[CH:17][CH:16]=1)[NH:10][CH2:11][CH2:12]2)[CH3:20]. The yield is 0.320.